Predict the reactants needed to synthesize the given product. From a dataset of Full USPTO retrosynthesis dataset with 1.9M reactions from patents (1976-2016). (1) Given the product [Cl:11][C:12]1[CH:17]=[CH:16][C:15]([C@H:18]([NH:21][C:22]2[CH:23]=[C:24]([CH:29]=[O:30])[C:25]([CH3:28])=[CH:33][N:34]=2)[CH2:19][CH3:20])=[CH:14][C:13]=1[CH3:31], predict the reactants needed to synthesize it. The reactants are: C(Cl)(=O)C(Cl)=O.CS(C)=O.[Cl:11][C:12]1[CH:17]=[CH:16][C:15]([C@H:18]([NH:21][C:22]2[CH:23]=[C:24]([CH:29]=[O:30])[C:25]([CH3:28])=NC=2)[CH2:19][CH3:20])=[CH:14][C:13]=1[CH3:31].C[CH2:33][N:34](CC)CC. (2) Given the product [Cl:14][C:15]1[CH:20]=[CH:19][C:18]([C:21]2[N:6]3[N:5]=[CH:4][C:3]([C:7]([C:9]4[S:10][CH:11]=[CH:12][CH:13]=4)=[O:8])=[C:2]3[N:1]=[CH:23][CH:22]=2)=[CH:17][C:16]=1[N:28]([CH3:33])[S:29]([CH3:32])(=[O:31])=[O:30], predict the reactants needed to synthesize it. The reactants are: [NH2:1][C:2]1[NH:6][N:5]=[CH:4][C:3]=1[C:7]([C:9]1[S:10][CH:11]=[CH:12][CH:13]=1)=[O:8].[Cl:14][C:15]1[CH:20]=[CH:19][C:18]([C:21](=O)[CH:22]=[CH:23]N(C)C)=[CH:17][C:16]=1[N:28]([CH3:33])[S:29]([CH3:32])(=[O:31])=[O:30].C(OCC)(=O)C.